From a dataset of Forward reaction prediction with 1.9M reactions from USPTO patents (1976-2016). Predict the product of the given reaction. (1) Given the reactants [Cl:1][C:2]1[CH:7]=[CH:6][C:5]([CH2:8][CH2:9][NH:10][C:11](=[O:19])[C:12]2[CH:17]=[CH:16][C:15]([OH:18])=[CH:14][CH:13]=2)=[CH:4][CH:3]=1.[CH3:20][O:21][C:22]([C:24]1[C:33]2[C:28](=[CH:29][CH:30]=[CH:31][CH:32]=2)[C:27](Cl)=[N:26][CH:25]=1)=[O:23].C(=O)([O-])[O-].[K+].[K+].C(OCC)(=O)C, predict the reaction product. The product is: [Cl:1][C:2]1[CH:7]=[CH:6][C:5]([CH2:8][CH2:9][NH:10][C:11]([C:12]2[CH:13]=[CH:14][C:15]([O:18][C:27]3[C:28]4[C:33](=[CH:32][CH:31]=[CH:30][CH:29]=4)[C:24]([C:22]([O:21][CH3:20])=[O:23])=[CH:25][N:26]=3)=[CH:16][CH:17]=2)=[O:19])=[CH:4][CH:3]=1. (2) Given the reactants [CH3:1][C:2]1[C:11]2[C:6](=[CH:7][CH:8]=[CH:9][CH:10]=2)[C:5]([C:12](Cl)=[O:13])=[CH:4][CH:3]=1.[CH3:15][O:16][C:17]1[CH:18]=[C:19]2[C:23](=[CH:24][CH:25]=1)[N:22]([CH2:26][CH2:27][N:28]1[CH2:33][CH2:32][O:31][CH2:30][CH2:29]1)[C:21]([CH3:34])=[CH:20]2.[Cl-].[Cl-].C([Al+2])C, predict the reaction product. The product is: [CH3:15][O:16][C:17]1[CH:18]=[C:19]2[C:23](=[CH:24][CH:25]=1)[N:22]([CH2:26][CH2:27][N:28]1[CH2:33][CH2:32][O:31][CH2:30][CH2:29]1)[C:21]([CH3:34])=[C:20]2[C:12]([C:5]1[C:6]2[C:11](=[CH:10][CH:9]=[CH:8][CH:7]=2)[C:2]([CH3:1])=[CH:3][CH:4]=1)=[O:13]. (3) Given the reactants [O:1]1[C:5]2([CH2:10][CH2:9][CH:8]([NH:11]C(=O)OCC3C=CC=CC=3)[CH2:7][CH2:6]2)[O:4][CH2:3][CH2:2]1, predict the reaction product. The product is: [O:1]1[C:5]2([CH2:10][CH2:9][CH:8]([NH2:11])[CH2:7][CH2:6]2)[O:4][CH2:3][CH2:2]1. (4) The product is: [C:37]([C:36]1[CH:39]=[CH:40][C:33]([S:32]([C:11]2[CH:12]=[C:7]([C:5]([NH:4][CH:1]3[CH2:3][CH2:2]3)=[O:6])[C:8](=[O:23])[N:9]([C:15]3[CH:20]=[C:19]([F:21])[CH:18]=[C:17]([F:22])[CH:16]=3)[C:10]=2[CH3:14])=[O:41])=[CH:34][CH:35]=1)#[N:38]. Given the reactants [CH:1]1([NH:4][C:5]([C:7]2[C:8](=[O:23])[N:9]([C:15]3[CH:20]=[C:19]([F:21])[CH:18]=[C:17]([F:22])[CH:16]=3)[C:10]([CH3:14])=[C:11](I)[CH:12]=2)=[O:6])[CH2:3][CH2:2]1.[C@@H]1(N)CCCC[C@H]1N.[SH:32][C:33]1[CH:40]=[CH:39][C:36]([C:37]#[N:38])=[CH:35][CH:34]=1.[OH2:41], predict the reaction product. (5) Given the reactants [CH2:1]([C:3]1[CH:8]=[C:7]([F:9])[CH:6]=[CH:5][C:4]=1[N+:10]([O-])=O)[CH3:2].[NH4+].[Cl-].C(O)C.O, predict the reaction product. The product is: [CH2:1]([C:3]1[CH:8]=[C:7]([F:9])[CH:6]=[CH:5][C:4]=1[NH2:10])[CH3:2]. (6) Given the reactants [Cl:1][C:2]1[C:11]2[C:6](=[CH:7][C:8]([S:12]([N:15]([C:25]3[CH:29]=[CH:28][O:27][N:26]=3)[CH2:16][C:17]3[CH:22]=[CH:21][C:20]([O:23][CH3:24])=[CH:19][CH:18]=3)(=[O:14])=[O:13])=[CH:9][CH:10]=2)[CH:5]=[C:4](Cl)[N:3]=1.[Cl:31][C:32]1[CH:37]=[C:36](B(O)O)[C:35]([O:41][CH3:42])=[CH:34][C:33]=1[C:43]1[CH:48]=[CH:47][CH:46]=[C:45]([F:49])[CH:44]=1.C(=O)([O-])[O-].[Na+].[Na+], predict the reaction product. The product is: [Cl:1][C:2]1[N:3]=[C:4]([C:36]2[C:35]([O:41][CH3:42])=[CH:34][C:33]([C:43]3[CH:48]=[CH:47][CH:46]=[C:45]([F:49])[CH:44]=3)=[C:32]([Cl:31])[CH:37]=2)[C:5]2[C:10]([CH:11]=1)=[CH:9][C:8]([S:12]([N:15]([C:25]1[CH:29]=[CH:28][O:27][N:26]=1)[CH2:16][C:17]1[CH:18]=[CH:19][C:20]([O:23][CH3:24])=[CH:21][CH:22]=1)(=[O:13])=[O:14])=[CH:7][CH:6]=2. (7) The product is: [CH3:1][CH2:2][C@H:3]1[O:18][C:16](=[O:17])[C@H:15]([CH3:19])[C@@H:14]([O:20][C@@H:21]2[O:26][C@@H:25]([CH3:27])[C@H:24]([OH:28])[C@@:23]([O:30][CH3:31])([CH3:29])[CH2:22]2)[C@H:13]([CH3:32])[C@@H:12]([O:33][C@@H:34]2[O:39][C@H:38]([CH3:40])[CH2:37][C@H:36]([N:41]([CH3:43])[CH3:42])[C@H:35]2[OH:44])[C@@:11]([OH:46])([CH3:45])[CH2:10][C@@H:9]([CH3:47])[CH2:8][N:7]([CH3:48])[C@H:6]([CH3:49])[C@@H:5]([OH:50])[C@@:4]1([OH:52])[CH3:51].[C:53]([O-:61])(=[O:60])[C@@H:54]([CH2:56][C:57]([O-:59])=[O:58])[OH:55]. Given the reactants [CH3:1][CH2:2][C@H:3]1[O:18][C:16](=[O:17])[C@H:15]([CH3:19])[C@@H:14]([O:20][C@@H:21]2[O:26][C@@H:25]([CH3:27])[C@H:24]([OH:28])[C@@:23]([O:30][CH3:31])([CH3:29])[CH2:22]2)[C@H:13]([CH3:32])[C@@H:12]([O:33][C@@H:34]2[O:39][C@H:38]([CH3:40])[CH2:37][C@H:36]([N:41]([CH3:43])[CH3:42])[C@H:35]2[OH:44])[C@@:11]([OH:46])([CH3:45])[CH2:10][C@@H:9]([CH3:47])[CH2:8][N:7]([CH3:48])[C@H:6]([CH3:49])[C@@H:5]([OH:50])[C@@:4]1([OH:52])[CH3:51].[C:53]([OH:61])(=[O:60])[C@@H:54]([CH2:56][C:57]([OH:59])=[O:58])[OH:55], predict the reaction product. (8) Given the reactants [CH3:1][Mg]Br.[O:4]1[CH2:13][C@H:5]1[C:6]([O:8][CH2:9][CH2:10][CH2:11][CH3:12])=[O:7].[Cl-].[NH4+], predict the reaction product. The product is: [OH:4][C@@H:5]([CH2:13][CH3:1])[C:6]([O:8][CH2:9][CH2:10][CH2:11][CH3:12])=[O:7]. (9) Given the reactants [CH2:1]([N:4]1[C:12]2[C:11](=[O:13])[NH:10][C:9](=[O:14])[N:8]([CH2:15][CH3:16])[C:7]=2[N:6]=[CH:5]1)[CH:2]=[CH2:3].C1C(=O)N([Cl:24])C(=O)C1, predict the reaction product. The product is: [CH2:1]([N:4]1[C:12]2[C:11](=[O:13])[NH:10][C:9](=[O:14])[N:8]([CH2:15][CH3:16])[C:7]=2[N:6]=[C:5]1[Cl:24])[CH:2]=[CH2:3].